Dataset: Reaction yield outcomes from USPTO patents with 853,638 reactions. Task: Predict the reaction yield, written as a fraction of the theoretical maximum amount of product (1.0 means a 100% yield; for example, 0.34 means a 34% yield). The reactants are F[C:2]1C=C(F)C=C[C:3]=1[O:4][C:5]1[N:10]2[N:11]=[C:12]([CH3:14])[CH:13]=[C:9]2[N:8]=[C:7]([CH3:15])[C:6]=1[C:16]1[C:17]2[CH:26]=[CH:25][N:24](S(C3C=CC(C)=CC=3)(=O)=O)[C:18]=2[C:19](=[O:23])[N:20]([CH3:22])[CH:21]=1.[OH-].[Na+].O. The catalyst is C(O)C. The product is [CH2:3]([O:4][C:5]1[N:10]2[N:11]=[C:12]([CH3:14])[CH:13]=[C:9]2[N:8]=[C:7]([CH3:15])[C:6]=1[C:16]1[C:17]2[CH:26]=[CH:25][NH:24][C:18]=2[C:19](=[O:23])[N:20]([CH3:22])[CH:21]=1)[CH3:2]. The yield is 0.140.